Dataset: Peptide-MHC class I binding affinity with 185,985 pairs from IEDB/IMGT. Task: Regression. Given a peptide amino acid sequence and an MHC pseudo amino acid sequence, predict their binding affinity value. This is MHC class I binding data. (1) The peptide sequence is HVPTRGTAM. The MHC is HLA-A31:01 with pseudo-sequence HLA-A31:01. The binding affinity (normalized) is 0.0847. (2) The peptide sequence is LEKAADVRW. The MHC is HLA-B44:02 with pseudo-sequence HLA-B44:02. The binding affinity (normalized) is 0.637. (3) The peptide sequence is NTLISSDGAR. The MHC is HLA-A33:01 with pseudo-sequence HLA-A33:01. The binding affinity (normalized) is 0.477. (4) The peptide sequence is LSSISLSL. The MHC is Mamu-A01 with pseudo-sequence Mamu-A01. The binding affinity (normalized) is 0.445. (5) The peptide sequence is ISYCRAFIY. The MHC is HLA-A33:01 with pseudo-sequence HLA-A33:01. The binding affinity (normalized) is 0.244. (6) The peptide sequence is DFESVTNSVY. The MHC is HLA-A68:01 with pseudo-sequence HLA-A68:01. The binding affinity (normalized) is 0.133. (7) The peptide sequence is KEEILGTVSW. The MHC is HLA-B44:03 with pseudo-sequence HLA-B44:03. The binding affinity (normalized) is 0.642. (8) The peptide sequence is RRWIQLGL. The MHC is Mamu-B03 with pseudo-sequence Mamu-B03. The binding affinity (normalized) is 0.861. (9) The peptide sequence is EPATQTFDM. The MHC is HLA-B51:01 with pseudo-sequence HLA-B51:01. The binding affinity (normalized) is 0.0847.